This data is from Forward reaction prediction with 1.9M reactions from USPTO patents (1976-2016). The task is: Predict the product of the given reaction. Given the reactants [CH3:1][O:2][C:3](=[O:33])[C@@H:4]([NH:24][C:25]([O:27][CH:28]1[CH2:32][CH2:31][CH2:30][CH2:29]1)=[O:26])[CH2:5][CH2:6][CH2:7][CH2:8][CH2:9][CH2:10][CH2:11][NH:12][C:13](=[O:23])[CH:14]([OH:22])[CH:15]([NH2:21])[CH2:16][CH:17]1[CH2:20][CH2:19][CH2:18]1.[C:34]([O:38][C:39]([N:41]1[CH2:45][C@H:44]([O:46][C:47]([N:49]2[CH2:57][C:56]3[C:51](=[CH:52][CH:53]=[CH:54][C:55]=3[F:58])[CH2:50]2)=[O:48])[CH2:43][C@H:42]1[C:59](O)=[O:60])=[O:40])([CH3:37])([CH3:36])[CH3:35].ON1C2N=CC=CC=2N=N1.C(N(CC)CC)C.Cl.CN(C)CCCN=C=NCC, predict the reaction product. The product is: [C:34]([O:38][C:39]([N:41]1[C@H:42]([C:59](=[O:60])[NH:21][CH:15]([CH2:16][CH:17]2[CH2:20][CH2:19][CH2:18]2)[CH:14]([C:13](=[O:23])[NH:12][CH2:11][CH2:10][CH2:9][CH2:8][CH2:7][CH2:6][CH2:5][C@H:4]([NH:24][C:25]([O:27][CH:28]2[CH2:29][CH2:30][CH2:31][CH2:32]2)=[O:26])[C:3]([O:2][CH3:1])=[O:33])[OH:22])[CH2:43][C@@H:44]([O:46][C:47]([N:49]2[CH2:57][C:56]3[C:51](=[CH:52][CH:53]=[CH:54][C:55]=3[F:58])[CH2:50]2)=[O:48])[CH2:45]1)=[O:40])([CH3:37])([CH3:35])[CH3:36].